Dataset: Catalyst prediction with 721,799 reactions and 888 catalyst types from USPTO. Task: Predict which catalyst facilitates the given reaction. Reactant: [CH3:1][O:2][C@H:3]1[C@@H:8]([NH:9][C:10](=[O:19])[O:11][CH2:12][C:13]2[CH:18]=[CH:17][CH:16]=[CH:15][CH:14]=2)[CH2:7][CH2:6][NH:5][CH2:4]1.[C:20](N1C=CN=C1)([N:22]1[CH:26]=[CH:25][N:24]=[CH:23]1)=[S:21].Cl. Product: [N:22]1([C:20]([N:5]2[CH2:6][CH2:7][C@H:8]([NH:9][C:10](=[O:19])[O:11][CH2:12][C:13]3[CH:18]=[CH:17][CH:16]=[CH:15][CH:14]=3)[C@H:3]([O:2][CH3:1])[CH2:4]2)=[S:21])[CH:26]=[CH:25][N:24]=[CH:23]1. The catalyst class is: 1.